The task is: Predict the reaction yield, written as a fraction of the theoretical maximum amount of product (1.0 means a 100% yield; for example, 0.34 means a 34% yield).. This data is from Reaction yield outcomes from USPTO patents with 853,638 reactions. (1) The reactants are [F:1][C:2]1[CH:3]=[C:4]([CH:8]=[C:9]([I:12])[C:10]=1[CH3:11])[C:5]([NH2:7])=[O:6].CO[C:15]([N:19]([CH3:21])[CH3:20])(OC)[CH3:16]. No catalyst specified. The product is [CH3:20][N:19]([CH3:21])/[C:15](=[N:7]/[C:5](=[O:6])[C:4]1[CH:8]=[C:9]([I:12])[C:10]([CH3:11])=[C:2]([F:1])[CH:3]=1)/[CH3:16]. The yield is 1.00. (2) The reactants are [F:1][C:2]1[CH:7]=[CH:6][C:5]([SH:8])=[CH:4][CH:3]=1.[C:9]1(=[O:13])[O:12][CH2:11][CH2:10]1.[H-].[Na+]. The catalyst is C1COCC1. The product is [F:1][C:2]1[CH:7]=[CH:6][C:5]([S:8][CH2:11][CH2:10][C:9]([OH:13])=[O:12])=[CH:4][CH:3]=1. The yield is 0.890. (3) The reactants are [F:1][C:2]([F:45])([F:44])[C:3]1[CH:4]=[C:5]([C:13]([CH3:43])([CH3:42])[C:14]([N:16]([CH3:41])[C:17]2[C:18]([C:33]3[CH:38]=[CH:37][C:36]([F:39])=[CH:35][C:34]=3[CH3:40])=[CH:19][C:20]([C@@H:23]3[NH:27][C@@:26]([CH3:32])([C:28](OC)=[O:29])[CH2:25][CH2:24]3)=[N:21][CH:22]=2)=[O:15])[CH:6]=[C:7]([C:9]([F:12])([F:11])[F:10])[CH:8]=1.CO.[NH3:48]. No catalyst specified. The product is [F:11][C:9]([F:12])([F:10])[C:7]1[CH:6]=[C:5]([C:13]([CH3:43])([CH3:42])[C:14]([N:16]([CH3:41])[C:17]2[C:18]([C:33]3[CH:38]=[CH:37][C:36]([F:39])=[CH:35][C:34]=3[CH3:40])=[CH:19][C:20]([C@@H:23]3[NH:27][C@@:26]([CH3:32])([C:28]([NH2:48])=[O:29])[CH2:25][CH2:24]3)=[N:21][CH:22]=2)=[O:15])[CH:4]=[C:3]([C:2]([F:44])([F:45])[F:1])[CH:8]=1. The yield is 0.655.